Dataset: Reaction yield outcomes from USPTO patents with 853,638 reactions. Task: Predict the reaction yield, written as a fraction of the theoretical maximum amount of product (1.0 means a 100% yield; for example, 0.34 means a 34% yield). The reactants are [NH2:1][C:2]1[C:3]([Cl:16])=[C:4]([NH:9][S:10]([CH2:13][CH2:14][CH3:15])(=[O:12])=[O:11])[CH:5]=[CH:6][C:7]=1[Cl:8].N1C=CC=CC=1.[Cl:23][C:24]1[C:33]2[C:28](=[C:29]([C:34](Cl)=[O:35])[CH:30]=[CH:31][CH:32]=2)[N:27]=[CH:26][N:25]=1. The catalyst is C(Cl)(Cl)Cl. The product is [Cl:23][C:24]1[C:33]2[C:28](=[C:29]([C:34]([NH:1][C:2]3[C:7]([Cl:8])=[CH:6][CH:5]=[C:4]([NH:9][S:10]([CH2:13][CH2:14][CH3:15])(=[O:12])=[O:11])[C:3]=3[Cl:16])=[O:35])[CH:30]=[CH:31][CH:32]=2)[N:27]=[CH:26][N:25]=1. The yield is 0.780.